From a dataset of Peptide-MHC class I binding affinity with 185,985 pairs from IEDB/IMGT. Regression. Given a peptide amino acid sequence and an MHC pseudo amino acid sequence, predict their binding affinity value. This is MHC class I binding data. The peptide sequence is AIYDTMQYV. The MHC is HLA-A02:03 with pseudo-sequence HLA-A02:03. The binding affinity (normalized) is 0.898.